Dataset: Full USPTO retrosynthesis dataset with 1.9M reactions from patents (1976-2016). Task: Predict the reactants needed to synthesize the given product. (1) Given the product [Cl:1][C:2]1[CH:3]=[C:4]([C:5]([Cl:12])=[N:6][OH:7])[CH:8]=[C:9]([Cl:11])[CH:10]=1, predict the reactants needed to synthesize it. The reactants are: [Cl:1][C:2]1[CH:3]=[C:4]([CH:8]=[C:9]([Cl:11])[CH:10]=1)[CH:5]=[N:6][OH:7].[ClH:12].OOS([O-])=O.[K+]. (2) Given the product [F:12][C:10]1[CH:9]=[C:8]([F:13])[CH:7]=[C:6]2[C:11]=1[C:2]([NH:39][C:35]1[CH:36]=[N:37][CH:38]=[C:33]([N:30]3[CH2:31][CH2:32][O:27][CH2:28][CH2:29]3)[CH:34]=1)=[C:3]([CH3:26])[C:4]([N:14]1[CH2:18][CH2:17][CH2:16][C@H:15]1[C:19]([O:21][C:22]([CH3:25])([CH3:24])[CH3:23])=[O:20])=[N:5]2, predict the reactants needed to synthesize it. The reactants are: Cl[C:2]1[C:11]2[C:6](=[CH:7][C:8]([F:13])=[CH:9][C:10]=2[F:12])[N:5]=[C:4]([N:14]2[CH2:18][CH2:17][CH2:16][C@H:15]2[C:19]([O:21][C:22]([CH3:25])([CH3:24])[CH3:23])=[O:20])[C:3]=1[CH3:26].[O:27]1[CH2:32][CH2:31][N:30]([C:33]2[CH:34]=[C:35]([NH2:39])[CH:36]=[N:37][CH:38]=2)[CH2:29][CH2:28]1. (3) Given the product [ClH:28].[ClH:28].[NH:8]1[CH2:13][CH2:12][CH:11]([CH2:14][N:15]2[CH2:25][C:24]3[N:26]4[C:17](=[CH:18][N:19]=[C:20]4[CH:21]=[CH:22][CH:23]=3)[C:16]2=[O:27])[CH2:10][CH2:9]1, predict the reactants needed to synthesize it. The reactants are: C(OC([N:8]1[CH2:13][CH2:12][CH:11]([CH2:14][N:15]2[CH2:25][C:24]3[N:26]4[C:17](=[CH:18][N:19]=[C:20]4[CH:21]=[CH:22][CH:23]=3)[C:16]2=[O:27])[CH2:10][CH2:9]1)=O)(C)(C)C.[ClH:28].